From a dataset of Catalyst prediction with 721,799 reactions and 888 catalyst types from USPTO. Predict which catalyst facilitates the given reaction. (1) Reactant: [CH2:1]([CH:3]1[N:12]2[C:7](=[CH:8][C:9](=[O:18])[C:10]([C:13]([O:15][CH2:16][CH3:17])=[O:14])=[CH:11]2)[C:6]2[CH:19]=[C:20]([O:24][CH3:25])[C:21]([OH:23])=[CH:22][C:5]=2[CH2:4]1)[CH3:2].Br[CH2:27][C:28]#[CH:29].C([O-])([O-])=O.[K+].[K+].O. Product: [CH2:1]([CH:3]1[N:12]2[C:7](=[CH:8][C:9](=[O:18])[C:10]([C:13]([O:15][CH2:16][CH3:17])=[O:14])=[CH:11]2)[C:6]2[CH:19]=[C:20]([O:24][CH3:25])[C:21]([O:23][CH2:29][C:28]#[CH:27])=[CH:22][C:5]=2[CH2:4]1)[CH3:2]. The catalyst class is: 3. (2) Reactant: [OH:1][C:2]1[C:3]([CH3:18])=[C:4]2[C:12](=[CH:13][C:14]=1[CH3:15])[O:11][C:7]1([CH2:10][CH2:9][CH2:8]1)[CH2:6][C:5]2=[N:16][OH:17].Cl.O1CCOCC1.C([O-])(O)=O.[Na+]. Product: [OH:17][NH:16][CH:5]1[C:4]2[C:12](=[CH:13][C:14]([CH3:15])=[C:2]([OH:1])[C:3]=2[CH3:18])[O:11][C:7]2([CH2:10][CH2:9][CH2:8]2)[CH2:6]1. The catalyst class is: 1. (3) Reactant: [OH:1][C:2]1[C:11]2[C:6](=[CH:7][CH:8]=[CH:9][CH:10]=2)[C:5]([CH:12]=[O:13])=[CH:4][CH:3]=1.[CH2:14]([O:16][C:17](=[O:30])[CH:18]([CH2:24][CH2:25][CH2:26][CH2:27][CH2:28]Br)[C:19]([O:21][CH2:22][CH3:23])=[O:20])[CH3:15].C(=O)([O-])[O-].[K+].[K+]. Product: [CH2:14]([O:16][C:17](=[O:30])[CH:18]([CH2:24][CH2:25][CH2:26][CH2:27][CH2:28][O:1][C:2]1[C:11]2[C:6](=[CH:7][CH:8]=[CH:9][CH:10]=2)[C:5]([CH:12]=[O:13])=[CH:4][CH:3]=1)[C:19]([O:21][CH2:22][CH3:23])=[O:20])[CH3:15]. The catalyst class is: 3. (4) Reactant: C(Cl)Cl.[Cl:4][C:5]1[CH:10]=[CH:9][C:8]([S:11]([CH:14]([C:21]2[CH:26]=[C:25]([F:27])[CH:24]=[CH:23][C:22]=2[F:28])[C:15]2[CH:16]=[N:17][CH:18]=[CH:19][CH:20]=2)(=[O:13])=[O:12])=[CH:7][CH:6]=1.ClC1C=CC=C(C(OO)=[O:37])C=1.C(OCC)(=O)C. Product: [Cl:4][C:5]1[CH:10]=[CH:9][C:8]([S:11]([CH:14]([C:21]2[CH:26]=[C:25]([F:27])[CH:24]=[CH:23][C:22]=2[F:28])[C:15]2[CH:16]=[N+:17]([O-:37])[CH:18]=[CH:19][CH:20]=2)(=[O:12])=[O:13])=[CH:7][CH:6]=1. The catalyst class is: 28. (5) Reactant: [C:1]([O:5][C:6]([N:8]1[C:16]2[C:11](=[CH:12][CH:13]=[CH:14][CH:15]=2)[C:10](/[CH:17]=[CH:18]/[C:19](O)=[O:20])=[CH:9]1)=[O:7])([CH3:4])([CH3:3])[CH3:2].[CH:22]([NH:25][NH:26][C:27](=[O:34])[C:28]1[CH:33]=[CH:32][CH:31]=[N:30][CH:29]=1)([CH3:24])[CH3:23].CN(C(ON1N=NC2C=CC=NC1=2)=[N+](C)C)C.F[P-](F)(F)(F)(F)F.C(N(CC)C(C)C)(C)C. Product: [CH:22]([N:25]([C:19](=[O:20])/[CH:18]=[CH:17]/[C:10]1[C:11]2[C:16](=[CH:15][CH:14]=[CH:13][CH:12]=2)[N:8]([C:6]([O:5][C:1]([CH3:2])([CH3:4])[CH3:3])=[O:7])[CH:9]=1)[NH:26][C:27](=[O:34])[C:28]1[CH:33]=[CH:32][CH:31]=[N:30][CH:29]=1)([CH3:24])[CH3:23]. The catalyst class is: 31. (6) Reactant: [CH2:1]1[CH2:6][CH2:5][CH:4]([CH2:7][O:8][C:9]([C:11]2([CH2:24][C:25]3[CH:30]=[CH:29][C:28]([C:31]#[N:32])=[CH:27][CH:26]=3)[CH2:16][CH2:15][N:14](C(OC(C)(C)C)=O)[CH2:13][CH2:12]2)=[O:10])[CH2:3][CH2:2]1.FC(F)(F)C(O)=O. Product: [CH:4]1([CH2:7][O:8][C:9]([C:11]2([CH2:24][C:25]3[CH:26]=[CH:27][C:28]([C:31]#[N:32])=[CH:29][CH:30]=3)[CH2:12][CH2:13][NH:14][CH2:15][CH2:16]2)=[O:10])[CH2:5][CH2:6][CH2:1][CH2:2][CH2:3]1. The catalyst class is: 4.